This data is from Full USPTO retrosynthesis dataset with 1.9M reactions from patents (1976-2016). The task is: Predict the reactants needed to synthesize the given product. (1) Given the product [OH:13][C:14]([CH3:52])([CH3:53])[CH:15]([CH3:51])[O:16][C@H:17]1[CH2:22][CH2:21][C@H:20]([N:23]2[C:28](=[O:29])[C:27]([CH2:30][C:31]3[CH:36]=[CH:35][C:34]([C:37]4[CH:42]=[CH:41][CH:40]=[CH:39][C:38]=4[C:43]4[NH:3][C:4](=[O:7])[O:5][N:44]=4)=[CH:33][CH:32]=3)=[C:26]([CH2:45][CH2:46][CH3:47])[N:25]3[N:48]=[CH:49][N:50]=[C:24]23)[CH2:19][CH2:18]1, predict the reactants needed to synthesize it. The reactants are: [Cl-].O[NH3+:3].[C:4](=[O:7])([O-])[OH:5].[Na+].CS(C)=O.[OH:13][C:14]([CH3:53])([CH3:52])[CH:15]([CH3:51])[O:16][C@H:17]1[CH2:22][CH2:21][C@H:20]([N:23]2[C:28](=[O:29])[C:27]([CH2:30][C:31]3[CH:36]=[CH:35][C:34]([C:37]4[C:38]([C:43]#[N:44])=[CH:39][CH:40]=[CH:41][CH:42]=4)=[CH:33][CH:32]=3)=[C:26]([CH2:45][CH2:46][CH3:47])[N:25]3[N:48]=[CH:49][N:50]=[C:24]23)[CH2:19][CH2:18]1. (2) The reactants are: C(OC([S:6][C:7]1[C:8]([CH3:16])=[C:9]([CH:13]=[CH:14][CH:15]=1)[C:10]([OH:12])=[O:11])=S)C.[OH-].[Na+].Cl. Given the product [SH:6][C:7]1[C:8]([CH3:16])=[C:9]([CH:13]=[CH:14][CH:15]=1)[C:10]([OH:12])=[O:11], predict the reactants needed to synthesize it. (3) The reactants are: C([Si](C(C)C)(C(C)C)[O:5][C@H:6]1[C@H:11]([O:12][Si](C(C)C)(C(C)C)C(C)C)[CH:10]=[C:9]([C:23]2[CH:28]=[CH:27][N:26]=[CH:25][C:24]=2[N+:29]([O-:31])=[O:30])[O:8][C@@H:7]1[CH:32]=[CH2:33])(C)C.CCCC[N+](CCCC)(CCCC)CCCC.[F-]. Given the product [N+:29]([C:24]1[CH:25]=[N:26][CH:27]=[CH:28][C:23]=1[C:9]1[O:8][C@H:7]([CH:32]=[CH2:33])[C@@H:6]([OH:5])[C@H:11]([OH:12])[CH:10]=1)([O-:31])=[O:30], predict the reactants needed to synthesize it.